Dataset: Catalyst prediction with 721,799 reactions and 888 catalyst types from USPTO. Task: Predict which catalyst facilitates the given reaction. (1) Reactant: [CH3:1][C:2]1[CH:10]=[C:9]2[C:5]([C:6]([C:11]3[N:12]=[C:13]4[C:19]([C:20](O)=[O:21])=[CH:18][NH:17][C:14]4=[N:15][CH:16]=3)=[N:7][NH:8]2)=[CH:4][CH:3]=1.CCN=C=NCCCN(C)C.CCN(C(C)C)C(C)C.[Si:43]([O:50][CH2:51][C:52]([CH3:55])([NH2:54])[CH3:53])([C:46]([CH3:49])([CH3:48])[CH3:47])([CH3:45])[CH3:44]. Product: [Si:43]([O:50][CH2:51][C:52]([NH:54][C:20]([C:19]1[C:13]2[C:14](=[N:15][CH:16]=[C:11]([C:6]3[C:5]4[C:9](=[CH:10][C:2]([CH3:1])=[CH:3][CH:4]=4)[NH:8][N:7]=3)[N:12]=2)[NH:17][CH:18]=1)=[O:21])([CH3:55])[CH3:53])([C:46]([CH3:49])([CH3:48])[CH3:47])([CH3:45])[CH3:44]. The catalyst class is: 792. (2) Reactant: [F:1][C:2]1[C:7]([O:8][C:9]2[CH:14]=[CH:13][CH:12]=[CH:11][CH:10]=2)=[C:6]([F:15])[CH:5]=[CH:4][C:3]=1[CH:16]([NH2:19])[CH2:17][CH3:18].Cl.[Cl:21][C:22]1[CH:27]=[CH:26][N:25]=[CH:24][CH:23]=1. Product: [ClH:21].[F:1][C:2]1[C:7]([O:8][C:9]2[CH:14]=[CH:13][CH:12]=[CH:11][CH:10]=2)=[C:6]([F:15])[CH:5]=[CH:4][C:3]=1[CH:16]([NH:19][C:22]1[CH:27]=[CH:26][N:25]=[CH:24][CH:23]=1)[CH2:17][CH3:18]. The catalyst class is: 37. (3) Product: [CH:6]1[N:2]2[C@H:7]3[C@H:8]([NH:13][C:15]4([CH2:20][CH2:19][N:18]([C:21]([O:23][C:24]([CH3:27])([CH3:26])[CH3:25])=[O:22])[CH2:17][CH2:16]4)[C:3]2=[CH:4][CH:5]=1)[CH2:9][CH2:10][CH2:11][CH2:12]3. The catalyst class is: 8. Reactant: Cl.[N:2]1([C@@H:7]2[CH2:12][CH2:11][CH2:10][CH2:9][C@H:8]2[NH2:13])[CH:6]=[CH:5][CH:4]=[CH:3]1.O=[C:15]1[CH2:20][CH2:19][N:18]([C:21]([O:23][C:24]([CH3:27])([CH3:26])[CH3:25])=[O:22])[CH2:17][CH2:16]1.C(O)(=O)/C=C\C(O)=O. (4) Reactant: C1C=CC2N([OH:10])N=NC=2C=1.CN(C(ON1N=NC2C=CC=CC1=2)=[N+](C)C)C.F[P-](F)(F)(F)(F)F.[NH2:35][C@@H:36]([CH:59]1[CH2:64][CH2:63][CH2:62][CH2:61][CH2:60]1)[C:37]([N:39]1[CH2:43][CH2:42][CH2:41][C@H:40]1[C:44]1[CH:49]=[CH:48][N:47]=[C:46]([N:50]2[C:58]3[C:53](=[CH:54][CH:55]=[CH:56][CH:57]=3)[CH2:52][CH2:51]2)[CH:45]=1)=[O:38].[CH:65]([N:68]([CH:71](C)C)CC)([CH3:67])[CH3:66]. Product: [CH:59]1([C@H:36]([NH:35][C:66](=[O:10])[C@@H:65]([NH:68][CH3:71])[CH3:67])[C:37]([N:39]2[CH2:43][CH2:42][CH2:41][C@H:40]2[C:44]2[CH:49]=[CH:48][N:47]=[C:46]([N:50]3[C:58]4[C:53](=[CH:54][CH:55]=[CH:56][CH:57]=4)[CH2:52][CH2:51]3)[CH:45]=2)=[O:38])[CH2:64][CH2:63][CH2:62][CH2:61][CH2:60]1. The catalyst class is: 18. (5) Reactant: [Cl:1][C:2]1[C:3]([CH3:23])=[C:4]([NH:10][S:11]([N:14]2[CH2:18][C@@H:17]([OH:19])[CH2:16][C@H:15]2[C:20](O)=[O:21])(=[O:13])=[O:12])[CH:5]=[CH:6][C:7]=1[C:8]#[N:9].C1CCC(N=C=NC2CCCCC2)CC1.[N+](C1C=CC=CC=1O)([O-])=O. Product: [OH:19][C@@H:17]1[CH2:18][N:14]2[C@H:15]([C:20](=[O:21])[N:10]([C:4]3[CH:5]=[CH:6][C:7]([C:8]#[N:9])=[C:2]([Cl:1])[C:3]=3[CH3:23])[S:11]2(=[O:13])=[O:12])[CH2:16]1. The catalyst class is: 10.